Dataset: NCI-60 drug combinations with 297,098 pairs across 59 cell lines. Task: Regression. Given two drug SMILES strings and cell line genomic features, predict the synergy score measuring deviation from expected non-interaction effect. Drug 1: C1CCN(CC1)CCOC2=CC=C(C=C2)C(=O)C3=C(SC4=C3C=CC(=C4)O)C5=CC=C(C=C5)O. Drug 2: CC1C(C(CC(O1)OC2CC(CC3=C2C(=C4C(=C3O)C(=O)C5=CC=CC=C5C4=O)O)(C(=O)C)O)N)O. Cell line: NCI-H322M. Synergy scores: CSS=35.6, Synergy_ZIP=0.469, Synergy_Bliss=1.79, Synergy_Loewe=0.222, Synergy_HSA=0.826.